Dataset: Peptide-MHC class I binding affinity with 185,985 pairs from IEDB/IMGT. Task: Regression. Given a peptide amino acid sequence and an MHC pseudo amino acid sequence, predict their binding affinity value. This is MHC class I binding data. The peptide sequence is AIFQASMTK. The MHC is HLA-A33:01 with pseudo-sequence HLA-A33:01. The binding affinity (normalized) is 0.149.